This data is from Full USPTO retrosynthesis dataset with 1.9M reactions from patents (1976-2016). The task is: Predict the reactants needed to synthesize the given product. (1) Given the product [CH2:1]([C:3]1([CH:13]([NH:14][S:15]([C:17]([CH3:19])([CH3:18])[CH3:20])=[O:16])[CH:21]=[CH2:22])[CH2:4][CH2:5][C:6]2([O:7][CH2:8][CH2:9][O:10]2)[CH2:11][CH2:12]1)[CH3:2], predict the reactants needed to synthesize it. The reactants are: [CH2:1]([C:3]1([CH:13]=[N:14][S:15]([C:17]([CH3:20])([CH3:19])[CH3:18])=[O:16])[CH2:12][CH2:11][C:6]2([O:10][CH2:9][CH2:8][O:7]2)[CH2:5][CH2:4]1)[CH3:2].[CH2:21](C1(C#N)CCC2(OCCO2)CC1)[CH3:22].C1(CC2(C=NS(C(C)(C)C)=O)CCC3(OCCO3)CC2)CC1.C([Mg]Br)=C.S([O-])([O-])(=O)=O.[Na+].[Na+]. (2) Given the product [CH3:42][O:41][C:34]1[CH:35]=[C:36]([O:39][CH3:40])[CH:37]=[CH:38][C:33]=1[CH2:32][N:25]([C:26]1[CH:31]=[CH:30][N:29]=[CH:28][N:27]=1)[S:22]([C:18]1[CH:19]=[C:20]([F:21])[C:15]([O:14][C@H:12]2[CH2:13][C@@H:9]([OH:8])[CH2:10][C@@H:11]2[C:44]2[N:48]([CH3:49])[N:47]=[CH:46][CH:45]=2)=[CH:16][C:17]=1[F:43])(=[O:23])=[O:24], predict the reactants needed to synthesize it. The reactants are: [Si]([O:8][C@@H:9]1[CH2:13][C@H:12]([O:14][C:15]2[C:20]([F:21])=[CH:19][C:18]([S:22]([N:25]([CH2:32][C:33]3[CH:38]=[CH:37][C:36]([O:39][CH3:40])=[CH:35][C:34]=3[O:41][CH3:42])[C:26]3[CH:31]=[CH:30][N:29]=[CH:28][N:27]=3)(=[O:24])=[O:23])=[C:17]([F:43])[CH:16]=2)[C@@H:11]([C:44]2[N:48]([CH3:49])[N:47]=[CH:46][CH:45]=2)[CH2:10]1)(C(C)(C)C)(C)C.[F-].C([N+](CCCC)(CCCC)CCCC)CCC.Cl. (3) Given the product [CH:8]1[C:9]2[C:14](=[CH:13][CH:12]=[CH:11][CH:10]=2)[CH:15]=[CH:16][C:7]=1[P:25](=[O:28])([O:27][CH2:29][CH3:30])[O:26][CH2:32][CH3:33], predict the reactants needed to synthesize it. The reactants are: FC(F)(F)S(O[C:7]1[CH:16]=[CH:15][C:14]2[C:9](=[CH:10][CH:11]=[CH:12][CH:13]=2)[C:8]=1[Si](C)(C)C)(=O)=O.[F-].[Cs+].[P:25]([O-:28])([O-:27])[O-:26].[C:29](#N)[CH3:30].[CH3:32][CH2:33]OC(C)=O. (4) Given the product [ClH:18].[Cl:18][C:14]1[CH:13]=[C:12]([C@@H:10]([OH:11])[CH2:9][NH:8][CH2:19][CH2:20][C:21]2[CH:22]=[CH:23][C:24]([S:27]([C:30]3[CH:38]=[CH:37][C:33]([C:34]([O:36][CH2:40][CH3:41])=[O:35])=[C:32]([F:39])[CH:31]=3)(=[O:28])=[O:29])=[CH:25][CH:26]=2)[CH:17]=[CH:16][CH:15]=1, predict the reactants needed to synthesize it. The reactants are: C([N:8]([CH2:19][CH2:20][C:21]1[CH:26]=[CH:25][C:24]([S:27]([C:30]2[CH:38]=[CH:37][C:33]([C:34]([O-:36])=[O:35])=[C:32]([F:39])[CH:31]=2)(=[O:29])=[O:28])=[CH:23][CH:22]=1)[CH2:9][C@@H:10]([C:12]1[CH:17]=[CH:16][CH:15]=[C:14]([Cl:18])[CH:13]=1)[OH:11])C1C=CC=CC=1.[CH2:40](O)[CH3:41]. (5) Given the product [OH:45][CH:46]1[CH2:51][CH2:50][N:49]([CH2:22][C:23]2[CH:28]=[CH:27][C:26]([CH2:29][CH2:30][N:31]3[CH:36]=[CH:35][C:34]([O:37][C:38]4[CH:43]=[CH:42][CH:41]=[CH:40][CH:39]=4)=[CH:33][C:32]3=[O:44])=[CH:25][CH:24]=2)[CH2:48][CH2:47]1, predict the reactants needed to synthesize it. The reactants are: C1CCN(C(CNCC2C=CC3OCOC=3C=2)=S)CC1.Br[CH2:22][C:23]1[CH:28]=[CH:27][C:26]([CH2:29][CH2:30][N:31]2[CH:36]=[CH:35][C:34]([O:37][C:38]3[CH:43]=[CH:42][CH:41]=[CH:40][CH:39]=3)=[CH:33][C:32]2=[O:44])=[CH:25][CH:24]=1.[OH:45][CH:46]1[CH2:51][CH2:50][NH:49][CH2:48][CH2:47]1. (6) Given the product [CH3:1][C:2]1[CH:7]=[CH:6][C:5]([S:8]([NH:11][C:12]2[S:13][C:14]([C:17]([OH:19])=[O:18])=[CH:15][N:16]=2)(=[O:9])=[O:10])=[CH:4][CH:3]=1, predict the reactants needed to synthesize it. The reactants are: [CH3:1][C:2]1[CH:7]=[CH:6][C:5]([S:8]([NH:11][C:12]2[S:13][C:14]([C:17]([O:19]C)=[O:18])=[CH:15][N:16]=2)(=[O:10])=[O:9])=[CH:4][CH:3]=1.CO.[OH-].[K+].Cl. (7) Given the product [C:1]([N:5]1[C:10](=[O:11])[C:9]([Cl:12])=[C:8]([O:13][CH:14]([C:27]2[CH:32]=[CH:31][C:30]([C:33]([CH3:36])([CH3:35])[CH3:34])=[CH:29][CH:28]=2)[CH2:15][F:37])[CH:7]=[N:6]1)([CH3:4])([CH3:3])[CH3:2], predict the reactants needed to synthesize it. The reactants are: [C:1]([N:5]1[C:10](=[O:11])[C:9]([Cl:12])=[C:8]([O:13][CH:14]([C:27]2[CH:32]=[CH:31][C:30]([C:33]([CH3:36])([CH3:35])[CH3:34])=[CH:29][CH:28]=2)[CH2:15]OS(C2C=CC(C)=CC=2)(=O)=O)[CH:7]=[N:6]1)([CH3:4])([CH3:3])[CH3:2].[F-:37].C([N+](CCCC)(CCCC)CCCC)CCC.ClCCl. (8) Given the product [N:1]1([CH2:7][CH2:8][NH:9][S:10]([C:13]2[C:18]([Cl:19])=[CH:17][CH:16]=[C:15]([N+:20]([O-:22])=[O:21])[C:14]=2[OH:26])(=[O:12])=[O:11])[CH2:6][CH2:5][O:4][CH2:3][CH2:2]1, predict the reactants needed to synthesize it. The reactants are: [N:1]1([CH2:7][CH2:8][NH:9][S:10]([C:13]2[C:18]([Cl:19])=[CH:17][CH:16]=[C:15]([N+:20]([O-:22])=[O:21])[C:14]=2Cl)(=[O:12])=[O:11])[CH2:6][CH2:5][O:4][CH2:3][CH2:2]1.[H-].[Na+].[OH2:26]. (9) Given the product [CH:1]1([NH2:7])[CH2:6][CH2:5][CH2:4][CH2:3][CH2:2]1.[C:8]([O:12][C:13](=[O:35])[CH2:14][C@@H:15]([CH2:19][CH2:20][CH2:21][C:22]1[CH:27]=[CH:26][C:25]([C:28]2[CH:29]=[CH:30][CH:31]=[CH:32][CH:33]=2)=[C:24]([CH3:34])[CH:23]=1)[C:16]([OH:18])=[O:17])([CH3:10])([CH3:11])[CH3:9], predict the reactants needed to synthesize it. The reactants are: [CH:1]1([NH2:7])[CH2:6][CH2:5][CH2:4][CH2:3][CH2:2]1.[C:8]([O:12][C:13](=[O:35])[CH2:14]/[C:15](=[CH:19]\[CH2:20][CH2:21][C:22]1[CH:27]=[CH:26][C:25]([C:28]2[CH:33]=[CH:32][CH:31]=[CH:30][CH:29]=2)=[C:24]([CH3:34])[CH:23]=1)/[C:16]([OH:18])=[O:17])([CH3:11])([CH3:10])[CH3:9].C(O)(=O)CC(CC(O)=O)(C(O)=O)O.C1(N)CCCCC1. (10) Given the product [O:24]1[C:28]2([CH2:33][CH2:32][CH:31]([N:16]3[C:17]4=[N:18][CH:19]=[N:20][C:21]([NH2:23])=[C:22]4[C:14]([C:11]4[CH:12]=[CH:13][C:8]([O:1][C:2]5[CH:7]=[CH:6][CH:5]=[CH:4][CH:3]=5)=[CH:9][CH:10]=4)=[N:15]3)[CH2:30][CH2:29]2)[O:27][CH2:26][CH2:25]1, predict the reactants needed to synthesize it. The reactants are: [O:1]([C:8]1[CH:13]=[CH:12][C:11]([C:14]2[C:22]3[C:17](=[N:18][CH:19]=[N:20][C:21]=3[NH2:23])[NH:16][N:15]=2)=[CH:10][CH:9]=1)[C:2]1[CH:7]=[CH:6][CH:5]=[CH:4][CH:3]=1.[O:24]1[C:28]2([CH2:33][CH2:32][CH:31](O)[CH2:30][CH2:29]2)[O:27][CH2:26][CH2:25]1.C1(P(C2C=CC=CC=2)C2C=CC=CC=2)C=CC=CC=1.N(C(OCC)=O)=NC(OCC)=O.